Task: Predict the reaction yield, written as a fraction of the theoretical maximum amount of product (1.0 means a 100% yield; for example, 0.34 means a 34% yield).. Dataset: Reaction yield outcomes from USPTO patents with 853,638 reactions The reactants are Cl[C:2]1[CH:3]=[C:4]([N:13]([CH2:20][CH3:21])[CH:14]2[CH2:19][CH2:18][O:17][CH2:16][CH2:15]2)[C:5]([CH2:11][CH3:12])=[C:6]([CH:10]=1)[C:7]([OH:9])=O.CN(C(ON1N=N[C:32]2[CH:33]=[CH:34][CH:35]=N[C:31]1=2)=[N+](C)C)C.F[P-](F)(F)(F)(F)F.[CH3:46][CH2:47][N:48]([CH:52]([CH3:54])C)[CH:49]([CH3:51])C.[NH2:55][CH2:56][C:57]1[C:58](=[O:65])[NH:59][C:60]([CH3:64])=[CH:61][C:62]=1[CH3:63].CN(C=[O:70])C. The catalyst is O. The product is [CH3:63][C:62]1[CH:61]=[C:60]([CH3:64])[NH:59][C:58](=[O:65])[C:57]=1[CH2:56][NH:55][C:7]([C:6]1[CH:10]=[C:2]([C:33]2[CH:34]=[CH:35][C:54]([CH2:52][N:48]3[CH2:47][CH2:46][O:70][CH2:51][CH2:49]3)=[CH:31][CH:32]=2)[CH:3]=[C:4]([N:13]([CH2:20][CH3:21])[CH:14]2[CH2:19][CH2:18][O:17][CH2:16][CH2:15]2)[C:5]=1[CH2:11][CH3:12])=[O:9]. The yield is 0.790.